Dataset: Forward reaction prediction with 1.9M reactions from USPTO patents (1976-2016). Task: Predict the product of the given reaction. (1) Given the reactants Cl.C(OC([N:9]1[CH2:12][CH:11]([NH:13][C:14]([C:16]2[N:17]=[C:18]3[C:23]([C:24]([F:27])([F:26])[F:25])=[CH:22][C:21]([C:28]4[CH:32]=[CH:31][O:30][CH:29]=4)=[CH:20][N:19]3[C:33]=2[Cl:34])=[O:15])[CH2:10]1)=O)(C)(C)C, predict the reaction product. The product is: [ClH:34].[NH:9]1[CH2:10][CH:11]([NH:13][C:14]([C:16]2[N:17]=[C:18]3[C:23]([C:24]([F:26])([F:25])[F:27])=[CH:22][C:21]([C:28]4[CH:32]=[CH:31][O:30][CH:29]=4)=[CH:20][N:19]3[C:33]=2[Cl:34])=[O:15])[CH2:12]1. (2) Given the reactants Br[C:2]1[N:3]=[CH:4][N:5]([CH3:14])[C:6]=1[C:7]1[CH:12]=[CH:11][C:10]([Cl:13])=[CH:9][CH:8]=1.[C:15]([Cu])#[N:16], predict the reaction product. The product is: [Cl:13][C:10]1[CH:11]=[CH:12][C:7]([C:6]2[N:5]([CH3:14])[CH:4]=[N:3][C:2]=2[C:15]#[N:16])=[CH:8][CH:9]=1. (3) Given the reactants [C:1]([O:5][C:6]([N:8]1[C:16]2[C:11](=[CH:12][CH:13]=[CH:14][CH:15]=2)[CH:10](C(O)=O)[CH2:9]1)=[O:7])([CH3:4])([CH3:3])[CH3:2].CC[N:22](C(C)C)C(C)C.C1C=CC(P(N=[N+]=[N-])(C2C=CC=CC=2)=O)=CC=1.[OH-].[K+], predict the reaction product. The product is: [C:1]([O:5][C:6]([N:8]1[C:16]2[C:11](=[CH:12][CH:13]=[CH:14][CH:15]=2)[CH:10]([NH2:22])[CH2:9]1)=[O:7])([CH3:4])([CH3:3])[CH3:2]. (4) The product is: [CH3:3][O:4][C:5](=[O:32])[CH2:6][C:7]1[CH:12]=[C:11]([Br:13])[C:10]([O:14][C:15]2[CH:20]=[CH:19][C:18]([O:21][CH3:22])=[C:17]([CH2:23][CH2:24][CH:25]3[CH2:26][CH2:27][CH2:28][CH2:29]3)[CH:16]=2)=[C:9]([Br:31])[CH:8]=1. Given the reactants [BH4-].[Na+].[CH3:3][O:4][C:5](=[O:32])[CH2:6][C:7]1[CH:12]=[C:11]([Br:13])[C:10]([O:14][C:15]2[CH:20]=[CH:19][C:18]([O:21][CH3:22])=[C:17]([C:23](=O)[CH2:24][CH:25]3[CH2:29][CH2:28][CH2:27][CH2:26]3)[CH:16]=2)=[C:9]([Br:31])[CH:8]=1.C(O)(C(F)(F)F)=O.C(Cl)Cl.C([O-])(O)=O.[Na+], predict the reaction product. (5) Given the reactants [CH3:1][O:2][C:3]1[CH:4]=[C:5]2[C:10](=[CH:11][C:12]=1[O:13][CH:14]([C:20](OCC)=[O:21])[C:15](OCC)=[O:16])[N:9]=[CH:8][CH:7]=[C:6]2[O:25][C:26]1[C:27]([CH3:36])=[N:28][C:29]2[C:34]([CH:35]=1)=[CH:33][CH:32]=[CH:31][CH:30]=2.[H-].[Al+3].[Li+].[H-].[H-].[H-].O, predict the reaction product. The product is: [CH3:1][O:2][C:3]1[CH:4]=[C:5]2[C:10](=[CH:11][C:12]=1[O:13][CH:14]([CH2:20][OH:21])[CH2:15][OH:16])[N:9]=[CH:8][CH:7]=[C:6]2[O:25][C:26]1[C:27]([CH3:36])=[N:28][C:29]2[C:34]([CH:35]=1)=[CH:33][CH:32]=[CH:31][CH:30]=2. (6) Given the reactants [C:1]([C:3]1[CH:11]=[CH:10][C:6]([C:7]([OH:9])=[O:8])=[C:5]([F:12])[CH:4]=1)#N.CC(O)=[O:15], predict the reaction product. The product is: [F:12][C:5]1[CH:4]=[C:3]([CH:1]=[O:15])[CH:11]=[CH:10][C:6]=1[C:7]([OH:9])=[O:8]. (7) Given the reactants F[C:2]1[CH:7]=[CH:6][C:5]([N+:8]([O-])=O)=[C:4](C)[CH:3]=1.[NH:12]1[CH2:17]COC[CH2:13]1.CC1C=[C:21]([N:28]2[CH2:33][CH2:32][O:31][CH2:30][CH2:29]2)[CH:22]=CC=1[N+]([O-])=O.CC1C=C(N2CC[O:44][CH2:43]C2)C=CC=1N.Cl[C:49]1[N:54]=[C:53]([NH:55][C:56]2[CH:61]=[CH:60][C:59]([N:62]3[CH2:67][CH2:66][O:65][CH2:64][CH2:63]3)=[CH:58][C:57]=2[CH3:68])[C:52]([Cl:69])=[CH:51][N:50]=1, predict the reaction product. The product is: [Cl:69][C:52]1[C:53]([NH:55][C:56]2[CH:61]=[CH:60][C:59]([N:62]3[CH2:67][CH2:66][O:65][CH2:64][CH2:63]3)=[CH:58][C:57]=2[CH3:68])=[N:54][C:49]([NH:8][C:5]2[C:4]([O:44][CH3:43])=[CH:3][C:2]3[CH2:32][CH2:33][N:28]([CH2:29][C:30]([N:12]([CH3:17])[CH3:13])=[O:31])[CH2:21][CH2:22][C:7]=3[CH:6]=2)=[N:50][CH:51]=1.